From a dataset of Experimentally validated miRNA-target interactions with 360,000+ pairs, plus equal number of negative samples. Binary Classification. Given a miRNA mature sequence and a target amino acid sequence, predict their likelihood of interaction. The miRNA is hsa-miR-203a-3p with sequence GUGAAAUGUUUAGGACCACUAG. The protein sequence of the target gene is MPRKQPAGCIFLLTFLGLSGLVGTVTRTYYIGIVEEYWNYVPQGKNVITGKSFTEDKLATLFLERGPNRIGSIYKKAVYRRFTDGTYSIEIPKPPWLGFLGPILRAEVGDVIVIHLKNFASRPYSLHPHGVFYNKDSEGALYPDGTSGRNKNDDMVPPGKNYTYVWPVREEYAPTPADANCLTWVYHSHIDAPKDICSGLIGPLLVCKEGILNRYSGTRNDVDREFVIMFTLVDENQSWYLNENIKHFCTNPDSVDKKDAVFQRSNKMHALNGYLFGNFPEPDMCVGESVSWHLFGMGNE.... Result: 1 (interaction).